Dataset: Full USPTO retrosynthesis dataset with 1.9M reactions from patents (1976-2016). Task: Predict the reactants needed to synthesize the given product. (1) The reactants are: [C:1]([O:9][C@@H:10]1[C@@H:22]([OH:23])[C@H:21]([O:24][C@@H:25]2[O:57][C@H:56]([CH2:58][O:59][C:60](=[O:67])[C:61]3[CH:66]=[CH:65][CH:64]=[CH:63][CH:62]=3)[C@H:46]([O:47][C:48](=[O:55])[C:49]3[CH:54]=[CH:53][CH:52]=[CH:51][CH:50]=3)[C@H:36]([O:37][C:38](=[O:45])[C:39]3[CH:44]=[CH:43][CH:42]=[CH:41][CH:40]=3)[C@H:26]2[O:27][C:28](=[O:35])[C:29]2[CH:34]=[CH:33][CH:32]=[CH:31][CH:30]=2)[CH2:20][O:19][C@H:11]1[O:12][CH2:13][CH2:14][Si:15]([CH3:18])([CH3:17])[CH3:16])(=[O:8])[C:2]1[CH:7]=[CH:6][CH:5]=[CH:4][CH:3]=1.[C:68](OC(=O)C)(=[O:70])[CH3:69]. Given the product [C:68]([O:23][C@H:22]1[C@H:21]([O:24][C@@H:25]2[O:57][C@H:56]([CH2:58][O:59][C:60](=[O:67])[C:61]3[CH:66]=[CH:65][CH:64]=[CH:63][CH:62]=3)[C@H:46]([O:47][C:48](=[O:55])[C:49]3[CH:54]=[CH:53][CH:52]=[CH:51][CH:50]=3)[C@H:36]([O:37][C:38](=[O:45])[C:39]3[CH:44]=[CH:43][CH:42]=[CH:41][CH:40]=3)[C@H:26]2[O:27][C:28](=[O:35])[C:29]2[CH:34]=[CH:33][CH:32]=[CH:31][CH:30]=2)[CH2:20][O:19][C@@H:11]([O:12][CH2:13][CH2:14][Si:15]([CH3:17])([CH3:16])[CH3:18])[C@@H:10]1[O:9][C:1](=[O:8])[C:2]1[CH:3]=[CH:4][CH:5]=[CH:6][CH:7]=1)(=[O:70])[CH3:69], predict the reactants needed to synthesize it. (2) The reactants are: [CH3:1][C:2]1[N:3]([C:8]2[CH:13]=[CH:12][CH:11]=[CH:10][C:9]=2[CH2:14][C:15]#[N:16])[C:4]([CH3:7])=[CH:5][CH:6]=1.[C:17](OCC)(=[O:23])[C:18]([O:20][CH2:21][CH3:22])=[O:19].CC(C)([O-])C.[Na+]. Given the product [C:15]([CH:14]([C:9]1[CH:10]=[CH:11][CH:12]=[CH:13][C:8]=1[N:3]1[C:2]([CH3:1])=[CH:6][CH:5]=[C:4]1[CH3:7])[C:17](=[O:23])[C:18]([O:20][CH2:21][CH3:22])=[O:19])#[N:16], predict the reactants needed to synthesize it. (3) Given the product [CH:28]1([N:24]([CH3:25])[C:22](=[O:23])[CH2:21][CH:20]2[C:13]3[C:12]([C:3]4[CH:4]=[CH:5][C:6]([C:8]([F:10])([F:11])[F:9])=[CH:7][C:2]=4[F:1])=[CH:17][N:16]=[CH:15][C:14]=3[CH2:18][CH2:19]2)[CH2:26][CH2:27]1, predict the reactants needed to synthesize it. The reactants are: [F:1][C:2]1[CH:7]=[C:6]([C:8]([F:11])([F:10])[F:9])[CH:5]=[CH:4][C:3]=1[C:12]1[C:13]2[CH:20]([CH2:21][C:22]([N:24]3[CH2:28][CH2:27][CH2:26][CH2:25]3)=[O:23])[CH2:19][CH2:18][C:14]=2[CH:15]=[N:16][CH:17]=1.CNC1CC1. (4) Given the product [CH3:18][O:10][C:9](=[O:11])[CH2:8][C:6]1[CH:7]=[C:2]([Br:1])[CH:3]=[CH:4][C:5]=1[F:12], predict the reactants needed to synthesize it. The reactants are: [Br:1][C:2]1[CH:3]=[CH:4][C:5]([F:12])=[C:6]([CH2:8][C:9]([OH:11])=[O:10])[CH:7]=1.S(=O)(=O)(O)O.[CH3:18]O. (5) The reactants are: Cl.[CH2:2]1[C:14]2[C:13]3[CH:12]=[CH:11][CH:10]=[CH:9][C:8]=3[N:7]([CH2:15][C:16]([O:18][CH2:19][CH3:20])=[O:17])[C:6]=2[CH2:5][CH2:4][NH:3]1.CCN(C(C)C)C(C)C.Br[CH2:31][CH2:32][C:33]1[CH:38]=[CH:37][CH:36]=[CH:35][CH:34]=1. Given the product [CH2:31]([N:3]1[CH2:4][CH2:5][C:6]2[N:7]([CH2:15][C:16]([O:18][CH2:19][CH3:20])=[O:17])[C:8]3[CH:9]=[CH:10][CH:11]=[CH:12][C:13]=3[C:14]=2[CH2:2]1)[CH2:32][C:33]1[CH:38]=[CH:37][CH:36]=[CH:35][CH:34]=1, predict the reactants needed to synthesize it. (6) Given the product [NH2:1][C:2]([N:4]1[CH2:8][CH2:7][C@H:6]([NH:9][C:10]2[C:15]([C:16]([OH:18])=[O:17])=[CH:14][N:13]=[C:12]3[N:21]([CH2:24][CH3:25])[N:22]=[CH:23][C:11]=23)[CH2:5]1)=[O:3], predict the reactants needed to synthesize it. The reactants are: [NH2:1][C:2]([N:4]1[CH2:8][CH2:7][C@H:6]([NH:9][C:10]2[C:15]([C:16]([O:18]CC)=[O:17])=[CH:14][N:13]=[C:12]3[N:21]([CH2:24][CH3:25])[N:22]=[CH:23][C:11]=23)[CH2:5]1)=[O:3].[OH-].[Na+].